Task: Predict the reactants needed to synthesize the given product.. Dataset: Full USPTO retrosynthesis dataset with 1.9M reactions from patents (1976-2016) (1) Given the product [CH2:21]([O:19][C:12](=[O:20])[CH:13]([CH2:15][C:16]([O:18][CH2:3][CH2:4][CH2:5][CH2:6][CH2:1][CH3:11])=[O:17])[OH:14])[CH2:22][CH2:23][CH2:24][CH2:25][CH3:26], predict the reactants needed to synthesize it. The reactants are: [C:1]1([CH3:11])[CH:6]=[CH:5][C:4](S(O)(=O)=O)=[CH:3]C=1.[C:12]([OH:20])(=[O:19])[CH:13]([CH2:15][C:16]([OH:18])=[O:17])[OH:14].[CH2:21](O)[CH2:22][CH2:23][CH2:24][CH2:25][CH3:26]. (2) Given the product [N:33]1[CH:34]=[CH:35][CH:36]=[C:31]([O:30][CH2:29][CH2:28][O:17][C:14]2[CH:15]=[C:16]3[C:11](=[CH:12][CH:13]=2)[O:10][C:9]([C:18]2[N:23]=[CH:22][N:21]4[CH:24]=[CH:25][CH:26]=[C:20]4[CH:19]=2)=[CH:8][C:7]3=[N:6][OH:5])[CH:32]=1, predict the reactants needed to synthesize it. The reactants are: C([O:5][N:6]=[C:7]1[C:16]2[C:11](=[CH:12][CH:13]=[C:14]([OH:17])[CH:15]=2)[O:10][C:9]([C:18]2[N:23]=[CH:22][N:21]3[CH:24]=[CH:25][CH:26]=[C:20]3[CH:19]=2)=[CH:8]1)(C)(C)C.Cl[CH2:28][CH2:29][O:30][C:31]1[CH:32]=[N:33][CH:34]=[CH:35][CH:36]=1. (3) Given the product [CH3:13][Si:12]([C:16]#[C:17][C:2]1[CH:3]=[C:4]2[C:8](=[CH:9][CH:10]=1)[NH:7][C:6](=[O:11])[CH2:5]2)([CH3:15])[CH3:14], predict the reactants needed to synthesize it. The reactants are: I[C:2]1[CH:3]=[C:4]2[C:8](=[CH:9][CH:10]=1)[NH:7][C:6](=[O:11])[CH2:5]2.[Si:12]([C:16]#[CH:17])([CH3:15])([CH3:14])[CH3:13]. (4) Given the product [CH:19]1([O:18][CH2:17][C:16]2[C:11]([N:9]3[CH:10]=[C:6]([CH:4]=[O:3])[C:7]([CH3:22])=[N:8]3)=[N:12][CH:13]=[CH:14][CH:15]=2)[CH2:20][CH2:21]1, predict the reactants needed to synthesize it. The reactants are: C([O:3][C:4]([C:6]1[C:7]([CH3:22])=[N:8][N:9]([C:11]2[C:16]([CH2:17][O:18][CH:19]3[CH2:21][CH2:20]3)=[CH:15][CH:14]=[CH:13][N:12]=2)[CH:10]=1)=O)C.[H-].[Al+3].[Li+].[H-].[H-].[H-].[Cl-].[NH4+]. (5) Given the product [C:5]1([C:11]2[CH:23]=[CH:22][C:14]([C:15]([OH:17])=[O:16])=[C:13]([NH:24][C:25](=[O:37])[C:26]3[CH:31]=[CH:30][C:29]([N:32]4[CH:33]=[CH:34][CH:35]=[CH:36]4)=[CH:28][CH:27]=3)[CH:12]=2)[CH:6]=[CH:7][CH:8]=[CH:9][CH:10]=1, predict the reactants needed to synthesize it. The reactants are: CO.[OH-].[Na+].[C:5]1([C:11]2[CH:23]=[CH:22][C:14]([C:15]([O:17]C(C)(C)C)=[O:16])=[C:13]([NH:24][C:25](=[O:37])[C:26]3[CH:31]=[CH:30][C:29]([N:32]4[CH:36]=[CH:35][CH:34]=[CH:33]4)=[CH:28][CH:27]=3)[CH:12]=2)[CH:10]=[CH:9][CH:8]=[CH:7][CH:6]=1.Cl. (6) Given the product [C:10](/[CH:9]=[CH:18]/[C:20]1[CH:24]=[C:23]([C:25]2[CH:30]=[CH:29][C:28]([CH3:31])=[CH:27][CH:26]=2)[N:22]([C:32]2[CH:37]=[CH:36][C:35]([S:38]([NH2:41])(=[O:40])=[O:39])=[CH:34][CH:33]=2)[N:21]=1)#[N:11], predict the reactants needed to synthesize it. The reactants are: C(OP([CH2:9][C:10]#[N:11])(=O)OCC)C.CC(C)([O-])C.[K+].[CH:18]([C:20]1[CH:24]=[C:23]([C:25]2[CH:30]=[CH:29][C:28]([CH3:31])=[CH:27][CH:26]=2)[N:22]([C:32]2[CH:37]=[CH:36][C:35]([S:38]([NH2:41])(=[O:40])=[O:39])=[CH:34][CH:33]=2)[N:21]=1)=O.O. (7) Given the product [CH2:17]([N:12]1[C:11](=[O:13])[CH2:10][C:9](=[O:14])[N:8]([CH3:15])[C:7]2[CH:16]=[C:3]([O:2][CH3:1])[CH:4]=[CH:5][C:6]1=2)[CH3:18], predict the reactants needed to synthesize it. The reactants are: [CH3:1][O:2][C:3]1[CH:4]=[CH:5][C:6]2[NH:12][C:11](=[O:13])[CH2:10][C:9](=[O:14])[N:8]([CH3:15])[C:7]=2[CH:16]=1.[CH2:17](I)[CH3:18].O.